Dataset: Catalyst prediction with 721,799 reactions and 888 catalyst types from USPTO. Task: Predict which catalyst facilitates the given reaction. Reactant: [Na].[NH:2]1[C:6]([SH:7])=[CH:5][N:4]=[N:3]1.[C:8]([O:12][C:13]([N:15]1[CH2:21][CH2:20][C:19]2[C:22]([CH2:27]Cl)=[C:23]([Cl:26])[CH:24]=[CH:25][C:18]=2[CH2:17][CH2:16]1)=[O:14])([CH3:11])([CH3:10])[CH3:9]. Product: [C:8]([O:12][C:13]([N:15]1[CH2:21][CH2:20][C:19]2[C:22]([CH2:27][S:7][C:6]3[NH:2][N:3]=[N:4][CH:5]=3)=[C:23]([Cl:26])[CH:24]=[CH:25][C:18]=2[CH2:17][CH2:16]1)=[O:14])([CH3:11])([CH3:10])[CH3:9]. The catalyst class is: 3.